Dataset: Reaction yield outcomes from USPTO patents with 853,638 reactions. Task: Predict the reaction yield, written as a fraction of the theoretical maximum amount of product (1.0 means a 100% yield; for example, 0.34 means a 34% yield). The reactants are ClC1C=CC([N:8]([CH3:32])[C:9]([C:11]2[C:16]([CH3:17])=[CH:15][C:14]([N:18]3[CH2:23][CH2:22][O:21][CH2:20][CH2:19]3)=[CH:13][C:12]=2OS(C(F)(F)F)(=O)=O)=[O:10])=CC=1.C([C:37]1[CH:42]=[C:41](C)[CH:40]=[C:39](C(C)(C)C)[C:38]=1O)(C)(C)C.[Cl-:49].[Li+].C([Sn](CCCC)(CCCC)[C:56]1[CH2:60][CH2:59][CH2:58][CH:57]=1)CCC. The catalyst is O1CCOCC1.O.Cl[Pd](Cl)([P](C1C=CC=CC=1)(C1C=CC=CC=1)C1C=CC=CC=1)[P](C1C=CC=CC=1)(C1C=CC=CC=1)C1C=CC=CC=1. The product is [Cl:49][C:37]1[CH:38]=[CH:39][C:40]([CH2:32][NH:8][C:9](=[O:10])[C:11]2[C:16]([CH3:17])=[CH:15][C:14]([N:18]3[CH2:19][CH2:20][O:21][CH2:22][CH2:23]3)=[CH:13][C:12]=2[C:56]2[CH2:60][CH2:59][CH2:58][CH:57]=2)=[CH:41][CH:42]=1. The yield is 0.600.